From a dataset of Catalyst prediction with 721,799 reactions and 888 catalyst types from USPTO. Predict which catalyst facilitates the given reaction. (1) Reactant: [CH3:1][O:2][C:3]1[CH:4]=[C:5]2[C:9](=[CH:10][C:11]=1[O:12][CH3:13])[C:8](=[O:14])[CH:7]([CH2:15][C:16]1([F:29])[CH2:21][CH2:20][N:19](C(OC(C)(C)C)=O)[CH2:18][CH2:17]1)[CH2:6]2.Cl. Product: [F:29][C:16]1([CH2:15][CH:7]2[CH2:6][C:5]3[C:9](=[CH:10][C:11]([O:12][CH3:13])=[C:3]([O:2][CH3:1])[CH:4]=3)[C:8]2=[O:14])[CH2:17][CH2:18][NH:19][CH2:20][CH2:21]1. The catalyst class is: 12. (2) The catalyst class is: 14. Reactant: COC[C@@H]1CCCN1[S:9]([C:12]1[CH:13]=[C:14]2[C:18](=[CH:19][CH:20]=1)[NH:17][C:16](=[O:21])[C:15]12[O:26]CCCO1)(=[O:11])=[O:10].[OH-].C([N+](C)(C)C)C1C=CC=CC=1.O.C(Cl)[Cl:41].CO. Product: [O:21]=[C:16]1[C:15](=[O:26])[C:14]2[C:18](=[CH:19][CH:20]=[C:12]([S:9]([Cl:41])(=[O:11])=[O:10])[CH:13]=2)[NH:17]1.